This data is from Experimentally validated miRNA-target interactions with 360,000+ pairs, plus equal number of negative samples. The task is: Binary Classification. Given a miRNA mature sequence and a target amino acid sequence, predict their likelihood of interaction. (1) The miRNA is hsa-miR-494-3p with sequence UGAAACAUACACGGGAAACCUC. The protein sequence of the target gene is MKSFLLVVNALALTLPFLAVEVQNQKQPACHENDERPFYQKTAPYVPMYYVPNSYPYYGTNLYQRRPAIAINNPYVPRTYYANPAVVRPHAQIPQRQYLPNSHPPTVVRRPNLHPSFIAIPPKKIQDKIIIPTINTIATVEPTPAPATEPTVDSVVTPEAFSESIITSTPETTTVAVTPPTA. Result: 0 (no interaction). (2) The miRNA is hsa-miR-5092 with sequence AAUCCACGCUGAGCUUGGCAUC. The protein sequence of the target gene is MAEAEGESLESWLNKATNPSNRQEDWEYIIGFCDQINKELEGPQIAVRLLAHKIQSPQEWEAVQALTVLEACMKNCGRRLHNEVGKFRFLNELIKVVSPKYLGDRVSEKVKTKVIELLFSWTLALPEEAKIKDAYHMLKRQGIVQSDPPIPMDRTLIPSPPPRPKNPVFDDEEKSKLLARLLKSKNPDDLQEANRLIKSMVKEDEARIQKVTKRLHTLEEVNNNVKLLHEMLLHYSQEYSSDADKELMKELFDRCENKRRTLFKLASETEDNDNSLGDILQASDNLSRVINSYKTIIEGQ.... Result: 0 (no interaction). (3) The miRNA is mmu-miR-465b-3p with sequence GAUCAGGGCCUUUCUAAGUAGA. The protein sequence of the target gene is MRKIRANAIAILTVAWILGTFYYLWQDNRAHAASSGGRGAQRAGRRSEQLREDRTIPLIVTGTPSKGFDEKAYLSAKQLKAGEDPYRQHAFNQLESDKLSPDRPIRDTRHYSCPSVSYSSDLPATSVIITFHNEARSTLLRTVKSVLNRTPANLIQEIILVDDFSSDPEDCLLLTRIPKVKCLRNDRREGLIRSRVRGADVAAATVLTFLDSHCEVNTEWLPPMLQRVKEDHTRVVSPIIDVISLDNFAYLAASADLRGGFDWSLHFKWEQIPLEQKMTRTDPTRPIRTPVIAGGIFVID.... Result: 0 (no interaction). (4) The miRNA is mmu-miR-378a-5p with sequence CUCCUGACUCCAGGUCCUGUGU. Result: 0 (no interaction). The protein sequence of the target gene is MQATAALETDSDKNYPKNGGHFQNDKLYNPKKENMFFSNGCNGVILAFPDGKEDSLATEERASDKENSIVDQRDLSELSFSENQDSNRGNIFSQSSEFEDSNDYAFLNETYSIHYSESKLKDENLLHLYSGLHPEVHKRVEMIFDTLDNNSIGLGRSAEASGADCGDVQKSDVDEDSQQEYHSAELECISAHLAKTVSRSSLDVSELKTSSYDFKCGGNFEDNHGKLESGPSPSLESLNGFAQECSLQVSTSQSSDMLQEYHEPKYEKCKEQEVDLTYHKAFDGILQRSSSPLNHQKVPE.... (5) The miRNA is hsa-miR-3691-5p with sequence AGUGGAUGAUGGAGACUCGGUAC. The protein sequence of the target gene is MGNAESQHVEHEFYGEKHASLGRKHTSRSLRLSHKTRRTRHASSGKVIHRNSEVSTRSSSTPSIPQSLAENGLEPFSQDGTLEDFGSPIWVDRVDMGLRPVSYTDSSVTPSVDSSIVLTAASVQSMPDTEESRLYGDDATYLAEGGRRQHSYTSNGPTFMETASFKKKRSKSADIWREDSLEFSLSDLSQEHLTSNEEILGSAEEKDCEEARGMETRASPRQLSTCQRANSLGDLYAQKNSGVTANGGPGSKFAGYCRNLVSDIPNLANHKMPPAAAEETPPYSNYNTLPCRKSHCLSEG.... Result: 0 (no interaction).